This data is from NCI-60 drug combinations with 297,098 pairs across 59 cell lines. The task is: Regression. Given two drug SMILES strings and cell line genomic features, predict the synergy score measuring deviation from expected non-interaction effect. (1) Drug 1: CC(CN1CC(=O)NC(=O)C1)N2CC(=O)NC(=O)C2. Drug 2: C1CN(P(=O)(OC1)NCCCl)CCCl. Cell line: OVCAR-4. Synergy scores: CSS=11.0, Synergy_ZIP=-3.19, Synergy_Bliss=-0.120, Synergy_Loewe=-4.40, Synergy_HSA=0.557. (2) Drug 1: CC1C(C(CC(O1)OC2CC(OC(C2O)C)OC3=CC4=CC5=C(C(=O)C(C(C5)C(C(=O)C(C(C)O)O)OC)OC6CC(C(C(O6)C)O)OC7CC(C(C(O7)C)O)OC8CC(C(C(O8)C)O)(C)O)C(=C4C(=C3C)O)O)O)O. Drug 2: CC12CCC3C(C1CCC2O)C(CC4=C3C=CC(=C4)O)CCCCCCCCCS(=O)CCCC(C(F)(F)F)(F)F. Cell line: SK-MEL-5. Synergy scores: CSS=59.8, Synergy_ZIP=0.281, Synergy_Bliss=-0.125, Synergy_Loewe=-3.26, Synergy_HSA=-3.20. (3) Drug 1: C1C(C(OC1N2C=C(C(=O)NC2=O)F)CO)O. Drug 2: CC12CCC3C(C1CCC2O)C(CC4=C3C=CC(=C4)O)CCCCCCCCCS(=O)CCCC(C(F)(F)F)(F)F. Cell line: IGROV1. Synergy scores: CSS=0.576, Synergy_ZIP=0.458, Synergy_Bliss=0.624, Synergy_Loewe=-1.29, Synergy_HSA=-0.989. (4) Drug 1: C(CC(=O)O)C(=O)CN.Cl. Drug 2: CC12CCC3C(C1CCC2OP(=O)(O)O)CCC4=C3C=CC(=C4)OC(=O)N(CCCl)CCCl.[Na+]. Cell line: COLO 205. Synergy scores: CSS=35.4, Synergy_ZIP=-7.89, Synergy_Bliss=-12.4, Synergy_Loewe=-17.7, Synergy_HSA=-17.3. (5) Drug 1: CN1CCC(CC1)COC2=C(C=C3C(=C2)N=CN=C3NC4=C(C=C(C=C4)Br)F)OC. Drug 2: CN(C(=O)NC(C=O)C(C(C(CO)O)O)O)N=O. Cell line: MALME-3M. Synergy scores: CSS=1.34, Synergy_ZIP=-1.59, Synergy_Bliss=-4.87, Synergy_Loewe=-8.15, Synergy_HSA=-5.25. (6) Drug 1: C1CN(CCN1C(=O)CCBr)C(=O)CCBr. Drug 2: C1C(C(OC1N2C=NC3=C2NC=NCC3O)CO)O. Cell line: NCI-H460. Synergy scores: CSS=61.8, Synergy_ZIP=0.927, Synergy_Bliss=0.933, Synergy_Loewe=-1.90, Synergy_HSA=-1.24.